Task: Predict the reaction yield, written as a fraction of the theoretical maximum amount of product (1.0 means a 100% yield; for example, 0.34 means a 34% yield).. Dataset: Reaction yield outcomes from USPTO patents with 853,638 reactions (1) The reactants are [F:1][C:2]1([F:33])[CH2:7][CH2:6][CH:5]([CH2:8][C:9]2[N:13]3[C:14]([CH3:28])=[CH:15][C:16]([C:19]([NH:21][CH:22]4[CH2:27][CH2:26][O:25][CH2:24][CH2:23]4)=[O:20])=[C:17]([OH:18])[C:12]3=[N:11][C:10]=2[C:29]([F:32])([F:31])[F:30])[CH2:4][CH2:3]1.N1C=CC=CC=1.[F:40][C:41]([F:54])([F:53])[S:42](O[S:42]([C:41]([F:54])([F:53])[F:40])(=[O:44])=[O:43])(=[O:44])=[O:43]. The catalyst is ClCCl. The product is [F:40][C:41]([F:54])([F:53])[S:42]([O:18][C:17]1[C:12]2[N:13]([C:9]([CH2:8][CH:5]3[CH2:6][CH2:7][C:2]([F:1])([F:33])[CH2:3][CH2:4]3)=[C:10]([C:29]([F:31])([F:30])[F:32])[N:11]=2)[C:14]([CH3:28])=[CH:15][C:16]=1[C:19](=[O:20])[NH:21][CH:22]1[CH2:27][CH2:26][O:25][CH2:24][CH2:23]1)(=[O:44])=[O:43]. The yield is 0.720. (2) The reactants are Cl[C:2]1[C:3]2[N:4]([CH:8]=[C:9]([C:11]3[CH:16]=[CH:15][C:14]([F:17])=[CH:13][C:12]=3[F:18])[N:10]=2)[CH:5]=[CH:6][N:7]=1.[CH2:19]1COCC1.CN1C(=O)CCC1.C[Mg+].[Br-]. The catalyst is CCOCC.CO. The product is [F:18][C:12]1[CH:13]=[C:14]([F:17])[CH:15]=[CH:16][C:11]=1[C:9]1[N:10]=[C:3]2[C:2]([CH3:19])=[N:7][CH:6]=[CH:5][N:4]2[CH:8]=1. The yield is 0.640.